From a dataset of Forward reaction prediction with 1.9M reactions from USPTO patents (1976-2016). Predict the product of the given reaction. (1) Given the reactants [CH3:1][Si:2]([CH3:14])([CH3:13])[CH2:3][CH2:4][O:5][CH2:6][N:7]1[CH:11]=[C:10]([NH2:12])[CH:9]=[N:8]1.[Br:15][C:16]1[C:17]2[N:18]([N:22]=[C:23](I)[N:24]=2)[CH:19]=[CH:20][CH:21]=1.CC1(C)C2C(=C(P(C3C=CC=CC=3)C3C=CC=CC=3)C=CC=2)OC2C(P(C3C=CC=CC=3)C3C=CC=CC=3)=CC=CC1=2.C([O-])([O-])=O.[Cs+].[Cs+], predict the reaction product. The product is: [Br:15][C:16]1[C:17]2[N:18]([N:22]=[C:23]([NH:12][C:10]3[CH:9]=[N:8][N:7]([CH2:6][O:5][CH2:4][CH2:3][Si:2]([CH3:14])([CH3:13])[CH3:1])[CH:11]=3)[N:24]=2)[CH:19]=[CH:20][CH:21]=1. (2) The product is: [C:4]([C:6]1[CH:11]=[CH:10][C:9]([C:12]2[C:16]([CH3:17])=[N:3][NH:2][C:14](=[O:15])[C:13]=2[C:20]2[C:25]([F:26])=[CH:24][C:23]([F:27])=[CH:22][C:21]=2[F:28])=[CH:8][CH:7]=1)#[CH:5]. Given the reactants O.[NH2:2][NH2:3].[C:4]([C:6]1[CH:11]=[CH:10][C:9]([C:12]2[C:16](O)([CH3:17])[O:15][C:14](=O)[C:13]=2[C:20]2[C:25]([F:26])=[CH:24][C:23]([F:27])=[CH:22][C:21]=2[F:28])=[CH:8][CH:7]=1)#[CH:5], predict the reaction product. (3) The product is: [CH2:1]([O:3][C:4](=[O:18])[CH:5]([O:15][CH2:16][CH3:17])[CH2:6][C:7]1[CH:12]=[CH:11][C:10]([O:13][CH2:20][C:21]2[N:22]=[C:23]([C:27]3[CH:32]=[CH:31][C:30]([O:33][CH:34]([CH3:36])[CH3:35])=[CH:29][CH:28]=3)[O:24][C:25]=2[CH3:26])=[CH:9][C:8]=1[CH3:14])[CH3:2]. Given the reactants [CH2:1]([O:3][C:4](=[O:18])[CH:5]([O:15][CH2:16][CH3:17])[CH2:6][C:7]1[CH:12]=[CH:11][C:10]([OH:13])=[CH:9][C:8]=1[CH3:14])[CH3:2].Cl[CH2:20][C:21]1[N:22]=[C:23]([C:27]2[CH:32]=[CH:31][C:30]([O:33][CH:34]([CH3:36])[CH3:35])=[CH:29][CH:28]=2)[O:24][C:25]=1[CH3:26].C(=O)([O-])[O-].[K+].[K+].[I-].[K+], predict the reaction product. (4) Given the reactants Br[C:2]1[S:3][C:4]([C:11]2[C:12]([CH3:26])=[N:13][N:14]3[C:19](C(CC)CC)=[CH:18][C:17]([CH3:25])=[N:16][C:15]=23)=[C:5]([C:7]([F:10])([F:9])[F:8])[N:6]=1.[CH3:27][NH:28][CH3:29], predict the reaction product. The product is: [CH2:5]([CH:4]([C:15]1[N:14]2[N:13]=[C:12]([CH3:26])[C:11]([C:4]3[S:3][C:2]([N:28]([CH3:29])[CH3:27])=[N:6][C:5]=3[C:7]([F:8])([F:10])[F:9])=[C:19]2[CH:18]=[C:17]([CH3:25])[N:16]=1)[CH2:11][CH3:15])[CH3:7].